This data is from Catalyst prediction with 721,799 reactions and 888 catalyst types from USPTO. The task is: Predict which catalyst facilitates the given reaction. (1) Reactant: [OH:1][N:2]=[C:3](Cl)[C:4]1[CH:9]=[CH:8][CH:7]=[C:6]([O:10][C:11]([F:14])([F:13])[F:12])[CH:5]=1.[CH3:16][O:17][C:18](=[O:23])[CH2:19][C:20]([CH3:22])=O.C[O-].[Na+]. The catalyst class is: 5. Product: [CH3:16][O:17][C:18]([C:19]1[C:3]([C:4]2[CH:9]=[CH:8][CH:7]=[C:6]([O:10][C:11]([F:14])([F:13])[F:12])[CH:5]=2)=[N:2][O:1][C:20]=1[CH3:22])=[O:23]. (2) Reactant: C(OC([N:8]1[CH2:13][CH2:12][N:11]([C:14]([C:16]2[CH:42]=[C:41]([CH3:43])[C:19]3[N:20]=[C:21]([C:23]4[C:24](=[O:40])[NH:25][CH:26]=[CH:27][C:28]=4[NH:29][CH2:30][CH:31]([C:33]4[CH:38]=[CH:37][CH:36]=[C:35]([Cl:39])[CH:34]=4)[OH:32])[NH:22][C:18]=3[CH:17]=2)=[O:15])[CH2:10][CH2:9]1)=O)(C)(C)C.O1CCOCC1.Cl. Product: [Cl:39][C:35]1[CH:34]=[C:33]([CH:31]([OH:32])[CH2:30][NH:29][C:28]2[CH:27]=[CH:26][NH:25][C:24](=[O:40])[C:23]=2[C:21]2[NH:22][C:18]3[CH:17]=[C:16]([C:14]([N:11]4[CH2:10][CH2:9][NH:8][CH2:13][CH2:12]4)=[O:15])[CH:42]=[C:41]([CH3:43])[C:19]=3[N:20]=2)[CH:38]=[CH:37][CH:36]=1. The catalyst class is: 5. (3) Reactant: C[O:2][C:3]1[CH:8]=[N:7][N:6]([CH3:9])[C:5](=[O:10])[C:4]=1[C:11]1[C:15]([CH3:16])=[CH:14][N:13]([C:17]2[CH:22]=[CH:21][C:20]([C:23]([F:26])([F:25])[F:24])=[CH:19][CH:18]=2)[N:12]=1.O1CCOCC1.[OH-].[Na+].CO. The catalyst class is: 6. Product: [OH:2][C:3]1[CH:8]=[N:7][N:6]([CH3:9])[C:5](=[O:10])[C:4]=1[C:11]1[C:15]([CH3:16])=[CH:14][N:13]([C:17]2[CH:22]=[CH:21][C:20]([C:23]([F:26])([F:25])[F:24])=[CH:19][CH:18]=2)[N:12]=1.